From a dataset of Retrosynthesis with 50K atom-mapped reactions and 10 reaction types from USPTO. Predict the reactants needed to synthesize the given product. Given the product Cc1nc(N2CCN(Cc3ccc(OC(F)(F)F)cc3)C2=O)sc1C(=O)NC[C@H](O)c1ccccc1, predict the reactants needed to synthesize it. The reactants are: Cc1nc(N2CCN(Cc3ccc(OC(F)(F)F)cc3)C2=O)sc1C(=O)O.NC[C@H](O)c1ccccc1.